The task is: Predict the product of the given reaction.. This data is from Forward reaction prediction with 1.9M reactions from USPTO patents (1976-2016). (1) Given the reactants [CH2:1]([O:3][C:4]1[CH:5]=[C:6]([CH:12]([NH2:18])[CH2:13][S:14]([CH3:17])(=[O:16])=[O:15])[CH:7]=[CH:8][C:9]=1[O:10][CH3:11])[CH3:2].[C:19]([NH:22][C@H:23]([C:28]([OH:30])=[O:29])[CH2:24][CH:25]([CH3:27])[CH3:26])(=[O:21])[CH3:20], predict the reaction product. The product is: [C:19]([NH:22][C@H:23]([C:28]([OH:30])=[O:29])[CH2:24][CH:25]([CH3:26])[CH3:27])(=[O:21])[CH3:20].[CH2:1]([O:3][C:4]1[CH:5]=[C:6]([C@H:12]([NH2:18])[CH2:13][S:14]([CH3:17])(=[O:16])=[O:15])[CH:7]=[CH:8][C:9]=1[O:10][CH3:11])[CH3:2]. (2) Given the reactants Cl[C:2]1[CH:7]=[C:6]([OH:8])[CH:5]=[CH:4][N:3]=1.[NH:9]1[CH2:14][CH2:13][O:12][CH2:11][CH2:10]1, predict the reaction product. The product is: [O:12]1[CH2:13][CH2:14][N:9]([C:2]2[CH:7]=[C:6]([OH:8])[CH:5]=[CH:4][N:3]=2)[CH2:10][CH2:11]1. (3) Given the reactants Cl[C:2]1[N:3]=[C:4]2[CH:12]=[CH:11][C:10]([F:13])=[CH:9][N:5]2[C:6](=[O:8])[CH:7]=1.C(Cl)Cl.[C:17]([O-:20])([O-])=O.[K+].[K+], predict the reaction product. The product is: [F:13][C:10]1[CH:11]=[CH:12][C:4]2[N:5]([CH:9]=1)[C:6](=[O:8])[CH:7]=[C:2]([C:12]1[CH:11]=[C:10]([F:13])[C:9]3[N:5]=[C:6]([CH3:7])[O:20][C:17]=3[CH:4]=1)[N:3]=2. (4) Given the reactants [CH:1]1([C:4]2[C:5]([NH:21][C@@H:22]3[C:30]4[C:25](=[CH:26][CH:27]=[CH:28][CH:29]=4)[CH2:24][C@H:23]3[NH2:31])=[N:6][C:7]([CH:18]3[CH2:20][CH2:19]3)=[C:8]([C:10]3[CH:15]=[CH:14][C:13]([Cl:16])=[CH:12][C:11]=3[Cl:17])[N:9]=2)[CH2:3][CH2:2]1.Cl[C:33](Cl)(Cl)[C:34](=[O:36])C, predict the reaction product. The product is: [CH:1]1([C:4]2[C:5]([NH:21][C@@H:22]3[C:30]4[C:25](=[CH:26][CH:27]=[CH:28][CH:29]=4)[CH2:24][C@H:23]3[NH:31][C:34](=[O:36])[CH3:33])=[N:6][C:7]([CH:18]3[CH2:19][CH2:20]3)=[C:8]([C:10]3[CH:15]=[CH:14][C:13]([Cl:16])=[CH:12][C:11]=3[Cl:17])[N:9]=2)[CH2:2][CH2:3]1. (5) Given the reactants [CH:1]1[CH:2]=[CH:3][C:4]2[NH:11][C:9](=[O:10])[CH:8]=[C:7]([CH2:12][CH:13]([NH:17][C:18]([C:20]3[CH:21]=[CH:22][C:23]([Cl:26])=[CH:24][CH:25]=3)=[O:19])[C:14]([OH:16])=[O:15])[C:5]=2[CH:6]=1.[F:27][C:28]1[CH:29]=[C:30]([CH:33]=[CH:34][CH:35]=1)[CH2:31]Cl, predict the reaction product. The product is: [Cl:26][C:23]1[CH:24]=[CH:25][C:20]([C:18]([NH:17][CH:13]([CH2:12][C:7]2[C:5]3[C:4](=[CH:3][CH:2]=[CH:1][CH:6]=3)[NH:11][C:9](=[O:10])[CH:8]=2)[C:14]([O:16][CH2:31][C:30]2[CH:33]=[CH:34][CH:35]=[C:28]([F:27])[CH:29]=2)=[O:15])=[O:19])=[CH:21][CH:22]=1. (6) Given the reactants [CH3:1][N:2]([CH3:27])[CH2:3][CH2:4][O:5][C:6]1[CH:7]=[C:8]2[C:13](=[CH:14][CH:15]=1)[N:12]=[CH:11][N:10]([C:16]1[CH:17]=[C:18]([CH:22]=[CH:23][C:24]=1[CH3:25])[C:19](O)=[O:20])[C:9]2=[O:26].[NH2:28][C:29]1[CH:33]=[CH:32][O:31][N:30]=1, predict the reaction product. The product is: [CH3:27][N:2]([CH3:1])[CH2:3][CH2:4][O:5][C:6]1[CH:7]=[C:8]2[C:13](=[CH:14][CH:15]=1)[N:12]=[CH:11][N:10]([C:16]1[CH:17]=[C:18]([CH:22]=[CH:23][C:24]=1[CH3:25])[C:19]([NH:28][C:29]1[CH:33]=[CH:32][O:31][N:30]=1)=[O:20])[C:9]2=[O:26]. (7) The product is: [CH3:33][C:34]1[O:1][N:2]=[C:3]([C:5]2[CH:6]=[C:7]([CH:8]=[CH:9][CH:10]=2)[CH2:11][N:12]2[C:20]3[C:15](=[CH:16][CH:17]=[CH:18][CH:19]=3)[C:14]3([CH2:24][O:23][C:22]4[CH:25]=[C:26]5[C:30](=[CH:31][C:21]3=4)[CH2:29][CH2:28][O:27]5)[C:13]2=[O:32])[N:4]=1. Given the reactants [OH:1][N:2]=[C:3]([C:5]1[CH:10]=[CH:9][CH:8]=[C:7]([CH2:11][N:12]2[C:20]3[C:15](=[CH:16][CH:17]=[CH:18][CH:19]=3)[C:14]3([CH2:24][O:23][C:22]4[CH:25]=[C:26]5[C:30](=[CH:31][C:21]3=4)[CH2:29][CH2:28][O:27]5)[C:13]2=[O:32])[CH:6]=1)[NH2:4].[C:33](Cl)(=O)[CH3:34], predict the reaction product. (8) Given the reactants [NH2:1][C:2]1[CH:16]=[CH:15][CH:14]=[CH:13][C:3]=1[C:4]([NH:6][C:7]1[CH:12]=[CH:11][CH:10]=[CH:9][CH:8]=1)=[O:5].[CH2:17](OC(OCC)(OCC)C)[CH3:18], predict the reaction product. The product is: [CH3:17][C:18]1[N:6]([C:7]2[CH:12]=[CH:11][CH:10]=[CH:9][CH:8]=2)[C:4](=[O:5])[C:3]2[C:2](=[CH:16][CH:15]=[CH:14][CH:13]=2)[N:1]=1. (9) Given the reactants [OH2:1].[OH:2][CH2:3][C@@H:4]1[C:10]([CH3:11])=[CH:9][C@@H:8]2[CH2:12][N:5]1[C:6](=[O:17])[N:7]2[O:13][CH2:14][CH:15]=[CH2:16], predict the reaction product. The product is: [CH3:11][C:10]1[CH:4]([C:3]([OH:1])=[O:2])[N:5]2[CH2:12][CH:8]([CH:9]=1)[N:7]([O:13][CH2:14][CH:15]=[CH2:16])[C:6]2=[O:17]. (10) Given the reactants Cl[C:2]1[CH:7]=[CH:6][N:5]=[C:4]([NH2:8])[N:3]=1.[CH3:9][NH:10][CH3:11], predict the reaction product. The product is: [CH3:9][N:10]([CH3:11])[C:2]1[CH:7]=[CH:6][N:5]=[C:4]([NH2:8])[N:3]=1.